Dataset: Catalyst prediction with 721,799 reactions and 888 catalyst types from USPTO. Task: Predict which catalyst facilitates the given reaction. (1) Reactant: [CH3:1][C:2]1([CH3:23])[O:6][C:5](=[O:7])[N:4]([C:8]2[CH:16]=[CH:15][C:11]([C:12](O)=[O:13])=[CH:10][CH:9]=2)[C@H:3]1[C:17]1[CH:22]=[CH:21][CH:20]=[CH:19][CH:18]=1.S(Cl)([Cl:26])=O. Product: [CH3:1][C:2]1([CH3:23])[O:6][C:5](=[O:7])[N:4]([C:8]2[CH:16]=[CH:15][C:11]([C:12]([Cl:26])=[O:13])=[CH:10][CH:9]=2)[C@H:3]1[C:17]1[CH:22]=[CH:21][CH:20]=[CH:19][CH:18]=1. The catalyst class is: 2. (2) Reactant: [NH:1]1[C:5]2[CH:6]=[CH:7][CH:8]=[CH:9][C:4]=2[N:3]=[C:2]1[CH2:10][N:11]1[C:16](=[O:17])[C:15]([CH2:18][C:19]2[CH:24]=[CH:23][C:22]([C:25]3[C:26]([C:31]#[N:32])=[CH:27][CH:28]=[CH:29][CH:30]=3)=[CH:21][CH:20]=2)=[C:14]([CH2:33][CH2:34][CH2:35][CH3:36])[N:13]=[C:12]1[CH3:37].IC.[C:40](=O)([O-])[O-].[K+].[K+].CN(C)C=O. Product: [CH2:33]([C:14]1[N:13]=[C:12]([CH3:37])[N:11]([CH2:10][C:2]2[N:3]([CH3:40])[C:4]3[CH:9]=[CH:8][CH:7]=[CH:6][C:5]=3[N:1]=2)[C:16](=[O:17])[C:15]=1[CH2:18][C:19]1[CH:24]=[CH:23][C:22]([C:25]2[C:26]([C:31]#[N:32])=[CH:27][CH:28]=[CH:29][CH:30]=2)=[CH:21][CH:20]=1)[CH2:34][CH2:35][CH3:36]. The catalyst class is: 13. (3) Reactant: [Br:1][C:2]1[CH:3]=[C:4]([CH:9]=[CH:10][CH:11]=1)[O:5][CH2:6][CH2:7]O.CN1CCOCC1.CS(Cl)(=O)=O.[CH2:24]([NH2:27])[CH2:25][NH2:26]. Product: [Br:1][C:2]1[CH:3]=[C:4]([CH:9]=[CH:10][CH:11]=1)[O:5][CH2:6][CH2:7][NH:26][CH2:25][CH2:24][NH2:27]. The catalyst class is: 13. (4) Reactant: [C:1]([Si:5]([O:8][C:9]1[C:18]([Br:19])=[CH:17][C:16]2[C:11](=[C:12]([Cl:21])[CH:13]=[C:14](Br)[CH:15]=2)[CH:10]=1)([CH3:7])[CH3:6])([CH3:4])([CH3:3])[CH3:2].[CH3:22][O:23][C:24]1[CH:29]=[CH:28][C:27]([Mg]Br)=[CH:26][CH:25]=1. Product: [C:1]([Si:5]([O:8][C:9]1[C:18]([Br:19])=[CH:17][C:16]2[C:11](=[C:12]([Cl:21])[CH:13]=[CH:14][CH:15]=2)[C:10]=1[C:27]1[CH:28]=[CH:29][C:24]([O:23][CH3:22])=[CH:25][CH:26]=1)([CH3:7])[CH3:6])([CH3:4])([CH3:3])[CH3:2]. The catalyst class is: 176. (5) Reactant: [C:1](#[N:12])[CH2:2][CH2:3]/[CH:4]=[CH:5]\[CH2:6][CH2:7]/[CH:8]=[CH:9]\[CH2:10][CH3:11].C1(C)C=CC(S(O)=O)=CC=1. Product: [C:1](#[N:12])[CH2:2][CH2:3][CH:4]=[CH:5][CH2:6][CH2:7][CH:8]=[CH:9][CH2:10][CH3:11]. The catalyst class is: 194. (6) Reactant: [O:1]([C:8]1[CH:9]=[CH:10][C:11](=[O:14])[NH:12][N:13]=1)[C:2]1[CH:7]=[CH:6][CH:5]=[CH:4][CH:3]=1.[H-].[Na+].[CH3:17][O:18][C:19](=[O:28])[CH:20](Br)[CH2:21][CH:22]1[CH2:26][CH2:25][CH2:24][CH2:23]1.O. Product: [CH3:17][O:18][C:19](=[O:28])[CH:20]([N:12]1[C:11](=[O:14])[CH:10]=[CH:9][C:8]([O:1][C:2]2[CH:3]=[CH:4][CH:5]=[CH:6][CH:7]=2)=[N:13]1)[CH2:21][CH:22]1[CH2:23][CH2:24][CH2:25][CH2:26]1. The catalyst class is: 7. (7) Product: [NH:1]([C:6]([O:8][CH2:9][C:10]1[CH:15]=[CH:14][CH:13]=[CH:12][CH:11]=1)=[O:7])[CH2:2][C:3]([O:5][N:43]1[C:48](=[O:49])[CH2:47][CH2:46][C:44]1=[O:45])=[O:4]. Reactant: [NH:1]([C:6]([O:8][CH2:9][C:10]1[CH:15]=[CH:14][CH:13]=[CH:12][CH:11]=1)=[O:7])[CH2:2][C:3]([OH:5])=[O:4].C1COCC1.CCN(C(C)C)C(C)C.[B-](F)(F)(F)F.CN(C(O[N:43]1[C:48](=[O:49])[CH2:47][CH2:46][C:44]1=[O:45])=[N+](C)C)C. The catalyst class is: 25. (8) Reactant: [NH:1]1[CH2:4][CH:3]([NH:5][C:6](=[O:37])[C:7]2[CH:12]=[CH:11][C:10]([NH:13][C:14]3[N:15]=[CH:16][C:17]4[N:23]([CH3:24])[C:22](=[O:25])[C:21]([F:27])([F:26])[CH2:20][N:19]([CH:28]5[CH2:33][CH2:32][CH2:31][CH2:30][CH2:29]5)[C:18]=4[N:34]=3)=[C:9]([O:35][CH3:36])[CH:8]=2)[CH2:2]1.CO.[CH3:40][C:41]([CH3:43])=O.N1C=CC=CC=1.B. Product: [CH:28]1([N:19]2[CH2:20][C:21]([F:27])([F:26])[C:22](=[O:25])[N:23]([CH3:24])[C:17]3[CH:16]=[N:15][C:14]([NH:13][C:10]4[CH:11]=[CH:12][C:7]([C:6]([NH:5][CH:3]5[CH2:4][N:1]([CH:41]([CH3:43])[CH3:40])[CH2:2]5)=[O:37])=[CH:8][C:9]=4[O:35][CH3:36])=[N:34][C:18]2=3)[CH2:33][CH2:32][CH2:31][CH2:30][CH2:29]1. The catalyst class is: 676.